This data is from Full USPTO retrosynthesis dataset with 1.9M reactions from patents (1976-2016). The task is: Predict the reactants needed to synthesize the given product. (1) Given the product [Br:1][C:2]1[CH:3]=[CH:4][C:5]([C:8]2[O:16][C:14]([CH3:15])=[N:10][N:9]=2)=[CH:6][CH:7]=1, predict the reactants needed to synthesize it. The reactants are: [Br:1][C:2]1[CH:7]=[CH:6][C:5]([C:8]2[N:9]=[N:10]NN=2)=[CH:4][CH:3]=1.O.[C:14](OCC)(=[O:16])[CH3:15]. (2) Given the product [F:1][C:2]1[CH:3]=[C:4]([CH:9]2[C:16]3[CH:15]=[C:14]([C:17]([OH:19])=[O:18])[NH:13][C:12]=3[CH2:11][CH2:10]2)[CH:5]=[C:6]([F:8])[CH:7]=1, predict the reactants needed to synthesize it. The reactants are: [F:1][C:2]1[CH:3]=[C:4]([CH:9]2[C:16]3[CH:15]=[C:14]([C:17]([O:19]C)=[O:18])[NH:13][C:12]=3[CH2:11][CH2:10]2)[CH:5]=[C:6]([F:8])[CH:7]=1.O.[OH-].[Li+].O.